From a dataset of Peptide-MHC class I binding affinity with 185,985 pairs from IEDB/IMGT. Regression. Given a peptide amino acid sequence and an MHC pseudo amino acid sequence, predict their binding affinity value. This is MHC class I binding data. (1) The peptide sequence is DPRDDLSGM. The MHC is HLA-B27:05 with pseudo-sequence HLA-B27:05. The binding affinity (normalized) is 0.0847. (2) The peptide sequence is ISRVNDLNR. The MHC is HLA-A11:01 with pseudo-sequence HLA-A11:01. The binding affinity (normalized) is 0.159. (3) The peptide sequence is RTSKAPLER. The MHC is HLA-B44:02 with pseudo-sequence HLA-B44:02. The binding affinity (normalized) is 0.